From a dataset of Full USPTO retrosynthesis dataset with 1.9M reactions from patents (1976-2016). Predict the reactants needed to synthesize the given product. Given the product [OH:14][C:15]1[CH:20]=[CH:19][C:18]([C:21]2[N:13]([CH2:12][CH2:11][CH2:10][O:9][CH:6]([CH3:8])[CH3:7])[C:24]([C:26]3[CH:27]=[CH:28][C:29]([C:30]([OH:32])=[O:31])=[CH:33][CH:34]=3)=[CH:23][CH:22]=2)=[CH:17][CH:16]=1, predict the reactants needed to synthesize it. The reactants are: N1C=CC=C1.[CH:6]([O:9][CH2:10][CH2:11][CH2:12][NH2:13])([CH3:8])[CH3:7].[OH:14][C:15]1[CH:20]=[CH:19][C:18]([C:21](=O)[CH2:22][CH2:23][C:24]([C:26]2[CH:34]=[CH:33][C:29]([C:30]([OH:32])=[O:31])=[CH:28][CH:27]=2)=O)=[CH:17][CH:16]=1.